This data is from Forward reaction prediction with 1.9M reactions from USPTO patents (1976-2016). The task is: Predict the product of the given reaction. (1) Given the reactants Cl[C:2]1[N:3]=[C:4]([O:11][C:12]2[C:19]([CH3:20])=[CH:18][C:15]([C:16]#[N:17])=[CH:14][C:13]=2[CH3:21])[C:5]2[CH:10]=[CH:9][S:8][C:6]=2[N:7]=1.C(O)(C(F)(F)F)=O.[NH2:29][C:30]1[CH:37]=[CH:36][C:33]([C:34]#[N:35])=[CH:32][CH:31]=1, predict the reaction product. The product is: [C:34]([C:33]1[CH:36]=[CH:37][C:30]([NH:29][C:2]2[N:3]=[C:4]([O:11][C:12]3[C:19]([CH3:20])=[CH:18][C:15]([C:16]#[N:17])=[CH:14][C:13]=3[CH3:21])[C:5]3[CH:10]=[CH:9][S:8][C:6]=3[N:7]=2)=[CH:31][CH:32]=1)#[N:35]. (2) Given the reactants [CH3:1][O:2][C:3]1[CH:4]=[C:5]2[C:10](=[CH:11][C:12]=1[O:13][CH3:14])[N:9]=[CH:8][CH:7]=[C:6]2[O:15][C:16]1[CH:22]=[CH:21][C:19]([NH2:20])=[C:18]([O:23][CH3:24])[CH:17]=1.C(N(CC)CC)C.ClC(Cl)(O[C:36](=[O:42])OC(Cl)(Cl)Cl)Cl.[N:44]1([CH2:50][CH2:51][NH2:52])[CH2:49][CH2:48][CH2:47][CH2:46][CH2:45]1, predict the reaction product. The product is: [CH3:1][O:2][C:3]1[CH:4]=[C:5]2[C:10](=[CH:11][C:12]=1[O:13][CH3:14])[N:9]=[CH:8][CH:7]=[C:6]2[O:15][C:16]1[CH:22]=[CH:21][C:19]([NH:20][C:36]([NH:52][CH2:51][CH2:50][N:44]2[CH2:49][CH2:48][CH2:47][CH2:46][CH2:45]2)=[O:42])=[C:18]([O:23][CH3:24])[CH:17]=1.